Task: Predict the product of the given reaction.. Dataset: Forward reaction prediction with 1.9M reactions from USPTO patents (1976-2016) (1) Given the reactants C(=O)([O-])[O-].[K+].[K+].C([O:10][CH2:11][CH2:12][CH2:13][CH2:14][N:15]1[CH2:20][CH2:19][N:18]([C:21]2[C:29]3[CH:28]=[CH:27][S:26][C:25]=3[CH:24]=[CH:23][CH:22]=2)[CH2:17][CH2:16]1)(=O)C.O, predict the reaction product. The product is: [S:26]1[CH:27]=[CH:28][C:29]2[C:21]([N:18]3[CH2:17][CH2:16][N:15]([CH2:14][CH2:13][CH2:12][CH2:11][OH:10])[CH2:20][CH2:19]3)=[CH:22][CH:23]=[CH:24][C:25]1=2. (2) Given the reactants C([O:3][C:4](=[O:19])[C@@H:5]([O:17][CH3:18])[CH2:6][C:7]1[CH:12]=[CH:11][C:10]([C:13]#[C:14][CH2:15]Cl)=[CH:9][CH:8]=1)C.[OH:20][C:21]1[CH:33]=[CH:32][C:31]2[C:30]3[C:25](=[CH:26][CH:27]=[CH:28][CH:29]=3)[C:24](=[O:34])[C:23]=2[CH:22]=1, predict the reaction product. The product is: [CH3:18][O:17][C@@H:5]([CH2:6][C:7]1[CH:8]=[CH:9][C:10]([C:13]#[C:14][CH2:15][O:20][C:21]2[CH:33]=[CH:32][C:31]3[C:30]4[C:25](=[CH:26][CH:27]=[CH:28][CH:29]=4)[C:24](=[O:34])[C:23]=3[CH:22]=2)=[CH:11][CH:12]=1)[C:4]([OH:3])=[O:19]. (3) The product is: [Br:16][C:17]1[CH:22]=[CH:21][C:20]([C:23]2[CH:24]=[N:25][C:26]3[N:27]([C:2]([CH2:5][C:6]4[CH:7]=[C:8]5[C:13](=[CH:14][CH:15]=4)[N:12]=[CH:11][CH:10]=[N:9]5)=[CH:3][N:29]=3)[N:28]=2)=[CH:19][C:18]=1[F:30]. Given the reactants Cl[CH:2]([CH2:5][C:6]1[CH:7]=[C:8]2[C:13](=[CH:14][CH:15]=1)[N:12]=[CH:11][CH:10]=[N:9]2)[CH:3]=O.[Br:16][C:17]1[CH:22]=[CH:21][C:20]([C:23]2[N:28]=[N:27][C:26]([NH2:29])=[N:25][CH:24]=2)=[CH:19][C:18]=1[F:30], predict the reaction product. (4) Given the reactants [F:1][C:2]1[CH:3]=[CH:4][C:5]([C@@H:8]([NH:10][C:11]2[CH:16]=[N:15][CH:14]=[C:13]([NH:17][C:18]3[C:19]([O:24]C)=[N:20][CH:21]=[CH:22][CH:23]=3)[N:12]=2)[CH3:9])=[N:6][CH:7]=1, predict the reaction product. The product is: [F:1][C:2]1[CH:3]=[CH:4][C:5]([C@@H:8]([NH:10][C:11]2[N:12]=[C:13]([NH:17][C:18]3[C:19](=[O:24])[NH:20][CH:21]=[CH:22][CH:23]=3)[CH:14]=[N:15][CH:16]=2)[CH3:9])=[N:6][CH:7]=1. (5) Given the reactants C(=[N:8][CH:9]([C:20]1[CH:25]=[CH:24][CH:23]=[CH:22][CH:21]=1)[C:10]([O:12][CH:13]1[CH2:18][CH2:17][N:16]([CH3:19])[CH2:15][CH2:14]1)=[O:11])C1C=CC=CC=1.[CH2:26]=[O:27].C1CCN2C(=NCCC2)CC1.[ClH:39], predict the reaction product. The product is: [ClH:39].[ClH:39].[NH2:8][C:9]([C:20]1[CH:21]=[CH:22][CH:23]=[CH:24][CH:25]=1)([CH2:26][OH:27])[C:10]([O:12][CH:13]1[CH2:14][CH2:15][N:16]([CH3:19])[CH2:17][CH2:18]1)=[O:11]. (6) Given the reactants [Cl:1][C:2]1[CH:3]=[CH:4][N:5]2[C:9]([CH:10]=1)=[CH:8][C:7]([CH3:11])=[CH:6]2.[N+](=[CH:14][C:15]([O:17][CH2:18][CH3:19])=[O:16])=[N-], predict the reaction product. The product is: [CH2:18]([O:17][C:15](=[O:16])[CH2:14][C:6]1[N:5]2[C:9]([CH:10]=[C:2]([Cl:1])[CH:3]=[CH:4]2)=[CH:8][C:7]=1[CH3:11])[CH3:19]. (7) Given the reactants C([N-]C(C)C)(C)C.[Li+].[C:9]([O:12][CH2:13][CH3:14])(=[O:11])[CH3:10].CON(C)[C:18]([C:20]1[CH:21]=[C:22]2[C:27](=[CH:28][CH:29]=1)[N:26]=[CH:25][CH:24]=[N:23]2)=[O:19].[Cl-].[NH4+], predict the reaction product. The product is: [CH2:13]([O:12][C:9](=[O:11])[CH2:10][C:18](=[O:19])[C:20]1[CH:21]=[C:22]2[C:27](=[CH:28][CH:29]=1)[N:26]=[CH:25][CH:24]=[N:23]2)[CH3:14]. (8) Given the reactants [CH3:1][C:2]1[NH:19][C:5]2=[N:6][CH:7]=[C:8](B3OC(C)(C)C(C)(C)O3)[CH:9]=[C:4]2[CH:3]=1.I[C:21]1[C:25]([C:26]2[CH:31]=[CH:30][N:29]=[C:28]([NH:32][CH2:33][C@@H:34]([OH:36])[CH3:35])[N:27]=2)=[CH:24][N:23]([CH:37]([CH3:39])[CH3:38])[N:22]=1.C([O-])([O-])=O.[Na+].[Na+], predict the reaction product. The product is: [CH:37]([N:23]1[CH:24]=[C:25]([C:26]2[CH:31]=[CH:30][N:29]=[C:28]([NH:32][CH2:33][C@@H:34]([OH:36])[CH3:35])[N:27]=2)[C:21]([C:8]2[CH:9]=[C:4]3[CH:3]=[C:2]([CH3:1])[NH:19][C:5]3=[N:6][CH:7]=2)=[N:22]1)([CH3:39])[CH3:38]. (9) Given the reactants [Na].[CH2:2]([OH:5])[CH2:3][OH:4].Cl[C:7]1[C:16]2[C:11](=[CH:12][C:13]([O:17][CH3:18])=[CH:14][CH:15]=2)[N:10]=[CH:9][CH:8]=1, predict the reaction product. The product is: [CH3:18][O:17][C:13]1[CH:12]=[C:11]2[C:16]([C:7]([O:4][CH2:3][CH2:2][OH:5])=[CH:8][CH:9]=[N:10]2)=[CH:15][CH:14]=1.